From a dataset of Reaction yield outcomes from USPTO patents with 853,638 reactions. Predict the reaction yield, written as a fraction of the theoretical maximum amount of product (1.0 means a 100% yield; for example, 0.34 means a 34% yield). (1) The reactants are Cl[C:2](Cl)([O:4]C(=O)OC(Cl)(Cl)Cl)Cl.[CH3:13][O:14][C:15](=[O:22])[CH:16]([C:18]([F:21])([F:20])[F:19])[OH:17].C(N(CC)C(C)C)(C)C.[Cl:32][C:33]1[CH:38]=[CH:37][C:36]([CH:39]([C:46]2[CH:51]=[CH:50][C:49]([Cl:52])=[CH:48][CH:47]=2)[N:40]2[CH2:45][CH2:44][NH:43][CH2:42][CH2:41]2)=[CH:35][CH:34]=1. The catalyst is C(Cl)Cl. The product is [Cl:52][C:49]1[CH:50]=[CH:51][C:46]([CH:39]([C:36]2[CH:35]=[CH:34][C:33]([Cl:32])=[CH:38][CH:37]=2)[N:40]2[CH2:41][CH2:42][N:43]([C:2]([O:17][CH:16]([C:15]([O:14][CH3:13])=[O:22])[C:18]([F:21])([F:20])[F:19])=[O:4])[CH2:44][CH2:45]2)=[CH:47][CH:48]=1. The yield is 0.620. (2) The reactants are Br[C:2]1[CH:7]=[C:6]([O:8][C:9]2[CH:10]=[C:11]([CH:23]=[CH:24][CH:25]=2)[C:12]([NH:14][C:15]2[CH:20]=[C:19]([CH3:21])[CH:18]=[CH:17][C:16]=2[F:22])=[O:13])[CH:5]=[CH:4][N:3]=1.CC1(C)C(C)(C)OB([C:34]2[NH:38][CH:37]=[C:36]([C:39]([O-:41])=[O:40])[CH:35]=2)O1.[CH2:43](Cl)Cl. The catalyst is C1C=CC(P(C2C=CC=CC=2)[C-]2C=CC=C2)=CC=1.C1C=CC(P(C2C=CC=CC=2)[C-]2C=CC=C2)=CC=1.Cl[Pd]Cl.[Fe+2]. The product is [CH3:43][O:41][C:39]([C:36]1[CH:35]=[C:34]([C:2]2[CH:7]=[C:6]([O:8][C:9]3[CH:25]=[CH:24][CH:23]=[C:11]([C:12](=[O:13])[NH:14][C:15]4[CH:20]=[C:19]([CH3:21])[CH:18]=[CH:17][C:16]=4[F:22])[CH:10]=3)[CH:5]=[CH:4][N:3]=2)[NH:38][CH:37]=1)=[O:40]. The yield is 0.580.